This data is from NCI-60 drug combinations with 297,098 pairs across 59 cell lines. The task is: Regression. Given two drug SMILES strings and cell line genomic features, predict the synergy score measuring deviation from expected non-interaction effect. (1) Drug 1: C1=CN(C(=O)N=C1N)C2C(C(C(O2)CO)O)O.Cl. Drug 2: CC(C)(C#N)C1=CC(=CC(=C1)CN2C=NC=N2)C(C)(C)C#N. Cell line: SF-268. Synergy scores: CSS=7.12, Synergy_ZIP=-0.736, Synergy_Bliss=4.00, Synergy_Loewe=-0.208, Synergy_HSA=0.752. (2) Drug 1: CCCCC(=O)OCC(=O)C1(CC(C2=C(C1)C(=C3C(=C2O)C(=O)C4=C(C3=O)C=CC=C4OC)O)OC5CC(C(C(O5)C)O)NC(=O)C(F)(F)F)O. Drug 2: C1=NC2=C(N=C(N=C2N1C3C(C(C(O3)CO)O)F)Cl)N. Cell line: K-562. Synergy scores: CSS=62.1, Synergy_ZIP=-1.01, Synergy_Bliss=-1.48, Synergy_Loewe=-0.144, Synergy_HSA=-0.175.